This data is from Reaction yield outcomes from USPTO patents with 853,638 reactions. The task is: Predict the reaction yield, written as a fraction of the theoretical maximum amount of product (1.0 means a 100% yield; for example, 0.34 means a 34% yield). The reactants are [NH2:1][C@@H:2]1[CH:7]2[CH2:8][CH2:9][N:4]([CH2:5][CH2:6]2)[C@H:3]1[CH2:10][C:11]1[CH:12]=[N:13][CH:14]=[CH:15][CH:16]=1.C(N(CC)CC)C.[O:24]1[C:28]2[CH:29]=[CH:30][CH:31]=[CH:32][C:27]=2[CH:26]=[C:25]1[C:33](O)=[O:34].CN(C(ON1N=NC2C=CC=CC1=2)=[N+](C)C)C.F[P-](F)(F)(F)(F)F.C(=O)([O-])[O-].[K+].[K+]. The catalyst is ClCCl. The product is [N:13]1[CH:14]=[CH:15][CH:16]=[C:11]([CH2:10][C@H:3]2[C@H:2]([NH:1][C:33]([C:25]3[O:24][C:28]4[CH:29]=[CH:30][CH:31]=[CH:32][C:27]=4[CH:26]=3)=[O:34])[CH:7]3[CH2:6][CH2:5][N:4]2[CH2:9][CH2:8]3)[CH:12]=1. The yield is 0.770.